From a dataset of Full USPTO retrosynthesis dataset with 1.9M reactions from patents (1976-2016). Predict the reactants needed to synthesize the given product. (1) Given the product [Cl:40][C:24]1[CH:25]=[CH:26][C:27]([C:29](=[O:39])[NH:30][CH2:31][C:32]2[CH:37]=[CH:36][CH:35]=[C:34]([F:38])[CH:33]=2)=[CH:28][C:23]=1[NH:22][C:20]([C:19]1[C:18](=[O:17])[NH:1][C:2]2[N:3]=[C:4]([N:10]3[CH2:15][CH2:14][O:13][CH2:12][CH2:11]3)[N:5]=[CH:6][C:7]=2[CH:8]=1)=[O:21], predict the reactants needed to synthesize it. The reactants are: [NH2:1][C:2]1[C:7]([CH:8]=O)=[CH:6][N:5]=[C:4]([N:10]2[CH2:15][CH2:14][O:13][CH2:12][CH2:11]2)[N:3]=1.C[O:17][C:18](=O)[CH2:19][C:20]([NH:22][C:23]1[CH:28]=[C:27]([C:29](=[O:39])[NH:30][CH2:31][C:32]2[CH:37]=[CH:36][CH:35]=[C:34]([F:38])[CH:33]=2)[CH:26]=[CH:25][C:24]=1[Cl:40])=[O:21].N1CCCCC1. (2) Given the product [S:31]1[C:27]2[CH:26]=[CH:25][CH:24]=[C:23]([O:22][C:19]3[CH:20]=[CH:21][C:16]([NH:15][C:13]4[C:14]5[N:6]([CH2:5][CH2:4][NH:3][C:33](=[O:35])[CH3:34])[CH:7]=[CH:8][C:9]=5[N:10]=[CH:11][N:12]=4)=[CH:17][C:18]=3[CH3:32])[C:28]=2[CH:29]=[N:30]1, predict the reactants needed to synthesize it. The reactants are: Cl.Cl.[NH2:3][CH2:4][CH2:5][N:6]1[C:14]2[C:13]([NH:15][C:16]3[CH:21]=[CH:20][C:19]([O:22][C:23]4[C:28]5[CH:29]=[N:30][S:31][C:27]=5[CH:26]=[CH:25][CH:24]=4)=[C:18]([CH3:32])[CH:17]=3)=[N:12][CH:11]=[N:10][C:9]=2[CH:8]=[CH:7]1.[C:33](O)(=[O:35])[CH3:34].ON1C2C=CC=CC=2N=N1.Cl.C(N=C=NCCCN(C)C)C.